Task: Predict the reactants needed to synthesize the given product.. Dataset: Full USPTO retrosynthesis dataset with 1.9M reactions from patents (1976-2016) Given the product [Na:30].[CH2:46]1[C:3]2([O:8][CH2:7][CH:6]([CH2:9][O:10][C:11]3[CH:16]=[CH:15][N:14]=[C:13]([CH2:17][S:18]([C:20]4[NH:24][C:23]5[CH:25]=[CH:26][CH:27]=[CH:28][C:22]=5[N:21]=4)=[O:19])[C:12]=3[CH3:29])[CH2:5][O:4]2)[CH2:43][CH2:42][CH2:41]1, predict the reactants needed to synthesize it. The reactants are: CO[CH:3]1[O:8][CH2:7][CH:6]([CH2:9][O:10][C:11]2[CH:16]=[CH:15][N:14]=[C:13]([CH2:17][S:18]([C:20]3[NH:24][C:23]4[CH:25]=[CH:26][CH:27]=[CH:28][C:22]=4[N:21]=3)=[O:19])[C:12]=2[CH3:29])[CH2:5][O:4]1.[Na:30].COC1OCC(CO[C:41]2[CH:46]=CN=[C:43](CS(C3NC4C=CC=CC=4N=3)=O)[C:42]=2C)CO1.C1C2(OCC(CO)CO2)CCC1.